This data is from Forward reaction prediction with 1.9M reactions from USPTO patents (1976-2016). The task is: Predict the product of the given reaction. (1) Given the reactants [C:1]([N:8]=P(C1C=CC=CC=1)(C1C=CC=CC=1)C1C=CC=CC=1)([O:3][C:4]([CH3:7])([CH3:6])[CH3:5])=[O:2].[Br:28][C:29]1[CH:30]=[CH:31][C:32]([F:40])=[C:33]([C:35](=O)[CH:36]([F:38])[F:37])[CH:34]=1, predict the reaction product. The product is: [Br:28][C:29]1[CH:30]=[CH:31][C:32]([F:40])=[C:33](/[C:35](=[N:8]/[C:1](=[O:2])[O:3][C:4]([CH3:7])([CH3:6])[CH3:5])/[CH:36]([F:38])[F:37])[CH:34]=1. (2) Given the reactants Br[C:2]1[S:14][C:13]2[C:12]3[CH:11]=[CH:10][C:9]([C:15]#[N:16])=[CH:8][C:7]=3[N:6]=[C:5]([NH:17][CH2:18][CH2:19][N:20]([CH3:22])[CH3:21])[C:4]=2[CH:3]=1.[C:23]1(B(O)O)[CH:28]=[CH:27][CH:26]=[CH:25][CH:24]=1.C(=O)([O-])[O-].[Cs+].[Cs+].O, predict the reaction product. The product is: [CH3:21][N:20]([CH3:22])[CH2:19][CH2:18][NH:17][C:5]1[C:4]2[CH:3]=[C:2]([C:23]3[CH:28]=[CH:27][CH:26]=[CH:25][CH:24]=3)[S:14][C:13]=2[C:12]2[CH:11]=[CH:10][C:9]([C:15]#[N:16])=[CH:8][C:7]=2[N:6]=1. (3) Given the reactants [C:1]([C:4]1[N:8]2[CH2:9][CH2:10][N:11]([CH2:14][C:15]3[CH:20]=[CH:19][C:18]([F:21])=[CH:17][CH:16]=3)[C:12](=[O:13])[C:7]2=[C:6]([O:22]CC2C=CC=CC=2)[C:5]=1[C:30]([O:32][CH2:33][CH3:34])=[O:31])(=[O:3])[CH3:2], predict the reaction product. The product is: [C:1]([C:4]1[N:8]2[CH2:9][CH2:10][N:11]([CH2:14][C:15]3[CH:16]=[CH:17][C:18]([F:21])=[CH:19][CH:20]=3)[C:12](=[O:13])[C:7]2=[C:6]([OH:22])[C:5]=1[C:30]([O:32][CH2:33][CH3:34])=[O:31])(=[O:3])[CH3:2].